This data is from Full USPTO retrosynthesis dataset with 1.9M reactions from patents (1976-2016). The task is: Predict the reactants needed to synthesize the given product. (1) Given the product [F:11][C:9]([F:10])([F:12])[C:7]1[CH:6]=[C:5]([C@H:13]2[O:21][C:32](=[O:34])[NH:24][C@H:14]2[CH:19]=[CH2:20])[CH:4]=[C:3]([C:2]([F:22])([F:1])[F:23])[CH:8]=1, predict the reactants needed to synthesize it. The reactants are: [F:1][C:2]([F:23])([F:22])[C:3]1[CH:4]=[C:5]([C@@H:13]([OH:21])[C@H:14]([CH:19]=[CH2:20])C(NN)=O)[CH:6]=[C:7]([C:9]([F:12])([F:11])[F:10])[CH:8]=1.[N:24](OC(C)(C)C)=O.C[CH:32]([OH:34])C. (2) Given the product [ClH:1].[C:2]1([S:8]([C:11]2[CH:12]=[CH:13][C:14]3[CH:23]4[CH:19]([N:20]([CH:25]([CH3:26])[CH3:24])[CH2:21][CH2:22]4)[CH2:18][O:17][C:15]=3[CH:16]=2)(=[O:10])=[O:9])[CH:3]=[CH:4][CH:5]=[CH:6][CH:7]=1, predict the reactants needed to synthesize it. The reactants are: [ClH:1].[C:2]1([S:8]([C:11]2[CH:12]=[CH:13][C:14]3[CH:23]4[CH:19]([NH:20][CH2:21][CH2:22]4)[CH2:18][O:17][C:15]=3[CH:16]=2)(=[O:10])=[O:9])[CH:7]=[CH:6][CH:5]=[CH:4][CH:3]=1.[CH3:24][C:25](=O)[CH3:26].C([BH3-])#N.[Na+].C1COCC1. (3) The reactants are: [C:1]([O:5][C:6]([N:8]1[CH2:13][CH2:12][CH:11]([C:14](=O)[CH2:15][C:16]([O:18]CC)=O)[CH2:10][CH2:9]1)=[O:7])([CH3:4])([CH3:3])[CH3:2].C[O-].[Na+].Cl.[CH:26]([NH2:28])=[NH:27]. Given the product [OH:18][C:16]1[N:28]=[CH:26][N:27]=[C:14]([CH:11]2[CH2:12][CH2:13][N:8]([C:6]([O:5][C:1]([CH3:4])([CH3:3])[CH3:2])=[O:7])[CH2:9][CH2:10]2)[CH:15]=1, predict the reactants needed to synthesize it. (4) Given the product [Br:2][C:1]1([Br:4])[CH2:5][CH:6]1[C:7]1[CH:12]=[CH:11][CH:10]=[CH:9][CH:8]=1, predict the reactants needed to synthesize it. The reactants are: [CH:1]([Br:4])(Br)[Br:2].[CH2:5]=[CH:6][C:7]1[CH:12]=[CH:11][CH:10]=[CH:9][CH:8]=1.[OH-].[K+]. (5) Given the product [CH2:23]([N:22]1[C:18]([CH2:17][S:8][C:6]2[N:5]=[C:4]([OH:9])[CH:3]=[C:2]([CH3:1])[N:7]=2)=[CH:19][CH:20]=[N:21]1)[CH3:24], predict the reactants needed to synthesize it. The reactants are: [CH3:1][C:2]1[N:7]=[C:6]([SH:8])[N:5]=[C:4]([OH:9])[CH:3]=1.C(=O)([O-])[O-].[K+].[K+].Br[CH2:17][C:18]1[N:22]([CH2:23][CH3:24])[N:21]=[CH:20][CH:19]=1. (6) Given the product [F:14][C:11]([F:12])([F:13])[C:8]1[CH:7]=[C:3]2[C:2](=[CH:10][CH:9]=1)[N:1]=[CH:15][N:6]=[C:4]2[OH:5], predict the reactants needed to synthesize it. The reactants are: [NH2:1][C:2]1[CH:10]=[CH:9][C:8]([C:11]([F:14])([F:13])[F:12])=[CH:7][C:3]=1[C:4]([NH2:6])=[O:5].[CH:15](O)=O. (7) Given the product [CH2:1]([N:8]1[CH2:26][CH2:25][C:11]2[N:12]=[C:13]([C:17]3[CH:18]=[C:19]([Cl:24])[CH:20]=[C:21]([Cl:23])[CH:22]=3)[N:14]=[C:15]([O:16][CH2:32][C:31]3[CH:34]=[CH:35][C:28]([F:27])=[CH:29][CH:30]=3)[C:10]=2[CH2:9]1)[C:2]1[CH:3]=[CH:4][CH:5]=[CH:6][CH:7]=1, predict the reactants needed to synthesize it. The reactants are: [CH2:1]([N:8]1[CH2:26][CH2:25][C:11]2[N:12]=[C:13]([C:17]3[CH:22]=[C:21]([Cl:23])[CH:20]=[C:19]([Cl:24])[CH:18]=3)[N:14]=[C:15]([OH:16])[C:10]=2[CH2:9]1)[C:2]1[CH:7]=[CH:6][CH:5]=[CH:4][CH:3]=1.[F:27][C:28]1[CH:35]=[CH:34][C:31]([CH2:32]Br)=[CH:30][CH:29]=1. (8) Given the product [NH2:1][C:2]1[C:3](=[O:37])[NH:4][C:5]2[C:10]([N:11]=1)=[C:9]([O:12][C:13]1[CH:18]=[C:17]([C:19]3[CH:24]=[CH:23][C:22]([C:25]([F:28])([F:26])[F:27])=[CH:21][CH:20]=3)[N:16]=[C:15]([NH:29][CH2:30][CH:31]3[CH2:36][CH2:35][CH2:34][CH2:33][N:32]3[CH2:41][CH:38]3[CH2:40][CH2:39]3)[N:14]=1)[CH:8]=[CH:7][CH:6]=2, predict the reactants needed to synthesize it. The reactants are: [NH2:1][C:2]1[C:3](=[O:37])[NH:4][C:5]2[C:10]([N:11]=1)=[C:9]([O:12][C:13]1[CH:18]=[C:17]([C:19]3[CH:24]=[CH:23][C:22]([C:25]([F:28])([F:27])[F:26])=[CH:21][CH:20]=3)[N:16]=[C:15]([NH:29][CH2:30][CH:31]3[CH2:36][CH2:35][CH2:34][CH2:33][NH:32]3)[N:14]=1)[CH:8]=[CH:7][CH:6]=2.[CH:38]1([CH:41]=O)[CH2:40][CH2:39]1. (9) The reactants are: [CH:1]1[C:6]([CH:7]=O)=[CH:5][C:4]2[O:9][CH2:10][O:11][C:3]=2[CH:2]=1.C([O-])(=O)C.[NH4+].[N+:17]([CH3:20])([O-:19])=[O:18]. Given the product [N+:17]([CH:20]=[CH:7][C:6]1[CH:1]=[CH:2][C:3]2[O:11][CH2:10][O:9][C:4]=2[CH:5]=1)([O-:19])=[O:18], predict the reactants needed to synthesize it.